Task: Binary Classification. Given a miRNA mature sequence and a target amino acid sequence, predict their likelihood of interaction.. Dataset: Experimentally validated miRNA-target interactions with 360,000+ pairs, plus equal number of negative samples (1) The miRNA is mmu-miR-327 with sequence ACUUGAGGGGCAUGAGGAU. Result: 0 (no interaction). The protein sequence of the target gene is MGRQKELVSRCGEMLHIRYRLLRQALAECLGTLILVMFGCGSVAQVVLSRGTHGGFLTINLAFGFAVTLGILIAGQVSGAHLNPAVTFAMCFLAREPWIKLPIYTLAQTLGAFLGAGIVFGLYYDAIWHFADNQLFVSGPNGTAGIFATYPSGHLDMINGFFDQFIGTASLIVCVLAIVDPYNNPVPRGLEAFTVGLVVLVIGTSMGFNSGYAVNPARDFGPRLFTALAGWGSAVFTTGQHWWWVPIVSPLLGSIAGVFVYQLMIGCHLEQPPPSNEEENVKLAHVKHKEQI. (2) The miRNA is hsa-miR-4700-5p with sequence UCUGGGGAUGAGGACAGUGUGU. The protein sequence of the target gene is MRVTLATIAWMVSFVSNYSHTANILPDIENEDFIKDCVRIHNKFRSEVKPTASDMLYMTWDPALAQIAKAWASNCQFSHNTRLKPPHKLHPNFTSLGENIWTGSVPIFSVSSAITNWYDEIQDYDFKTRICKKVCGHYTQVVWADSYKVGCAVQFCPKVSGFDALSNGAHFICNYGPGGNYPTWPYKRGATCSACPNNDKCLDNLCVNRQRDQVKRYYSVVYPGWPIYPRNRYTSLFLIVNSVILILSVIITILVQHKYPNLVLLD. Result: 0 (no interaction). (3) The miRNA is hsa-miR-197-3p with sequence UUCACCACCUUCUCCACCCAGC. The protein sequence of the target gene is MAGAQPGVHALQLEPPTVVETLRRGSKFIKWDEETSSRNLVTLRVDPNGFFLYWTGPNMEVDTLDISSIRDTRTGRYARLPKDPKIREVLGFGGPDARLEEKLMTVVSGPDPVNTVFLNFMAVQDDTAKVWSEELFKLAMNILAQNASRNTFLRKAYTKLKLQVNQDGRIPVKNILKMFSADKKRVETALESCGLKFNRSESIRPDEFSLEIFERFLNKLCLRPDIDKILLEIGAKGKPYLTLEQLMDFINQKQRDPRLNEVLYPPLRPSQARLLIEKYEPNQQFLERDQMSMEGFSRYL.... Result: 1 (interaction). (4) The miRNA is hsa-miR-3679-3p with sequence CUUCCCCCCAGUAAUCUUCAUC. The protein sequence of the target gene is MSNAKERKHAKKMRNQPTNVTLSSGFVADRGVKHHSGGEKPFQAQKQEPHPGTSRQRQTRVNPHSLPDPEVNEQSSSKGMFRKKGGWKAGPEGTSQEIPKYITASTFAQARAAEISAMLKAVTQKSSNSLVFQTLPRHMRRRAMSHNVKRLPRRLQEIAQKEAEKAVHQKKEHSKNKCHKARRCHMNRTLEFNRRQKKNIWLETHIWHAKRFHMVKKWGYCLGERPTVKSHRACYRAMTNRCLLQDLSYYCCLELKGKEEEILKALSGMCNIDTGLTFAAVHCLSGKRQGSLVLYRVNKY.... Result: 0 (no interaction). (5) The miRNA is gga-miR-9-5p with sequence UCUUUGGUUAUCUAGCUGUAUGA. The protein sequence of the target gene is MAPDPWFSTYDSTCQIAQEIAEKIQERNQCERRGEKTPKLTLTIRTLLKNLKVKIDLLKDLLLRAVSTRQITQLEGDRRQNLLDDLVTRERLLLASFKNEGAEPDLIRSSLMSEEAKRGTPNPWLCEEPEETRGLGFDEIRQQQQKIIQEQDAGLDALSSIISRQKQMGQEIGNELDEQNEIIDDLANLVENTDEKLRTEARRVTLVDRKSTSCGMIMVILLLLVAIVVVAVWPTN. Result: 0 (no interaction).